Dataset: NCI-60 drug combinations with 297,098 pairs across 59 cell lines. Task: Regression. Given two drug SMILES strings and cell line genomic features, predict the synergy score measuring deviation from expected non-interaction effect. (1) Drug 1: C1CN1C2=NC(=NC(=N2)N3CC3)N4CC4. Drug 2: C1=CC(=CC=C1CC(C(=O)O)N)N(CCCl)CCCl.Cl. Cell line: DU-145. Synergy scores: CSS=47.0, Synergy_ZIP=-5.58, Synergy_Bliss=-0.119, Synergy_Loewe=-10.6, Synergy_HSA=1.26. (2) Drug 1: C1=NC2=C(N1)C(=S)N=C(N2)N. Drug 2: CCCS(=O)(=O)NC1=C(C(=C(C=C1)F)C(=O)C2=CNC3=C2C=C(C=N3)C4=CC=C(C=C4)Cl)F. Cell line: A498. Synergy scores: CSS=16.5, Synergy_ZIP=-5.32, Synergy_Bliss=-2.37, Synergy_Loewe=-5.26, Synergy_HSA=-2.87.